This data is from Full USPTO retrosynthesis dataset with 1.9M reactions from patents (1976-2016). The task is: Predict the reactants needed to synthesize the given product. (1) Given the product [CH3:8][C:9]1[CH:14]=[CH:13][C:12]([S:15]([O:7][CH2:1][CH2:2][CH2:3][CH2:4][C:5]#[CH:6])(=[O:17])=[O:16])=[CH:11][CH:10]=1, predict the reactants needed to synthesize it. The reactants are: [CH2:1]([OH:7])[CH2:2][CH2:3][CH2:4][C:5]#[CH:6].[CH3:8][C:9]1[CH:14]=[CH:13][C:12]([S:15](Cl)(=[O:17])=[O:16])=[CH:11][CH:10]=1. (2) Given the product [C:2]([C:7]1[O:11][C:10]([CH2:12][N:13]2[CH:17]=[CH:16][C:15]([NH:18][C:25]([C:23]3[N:24]=[C:20]([CH3:19])[O:21][C:22]=3[C:28]3[CH:33]=[CH:32][CH:31]=[C:30]([C:34]([F:37])([F:35])[F:36])[CH:29]=3)=[O:26])=[N:14]2)=[CH:9][CH:8]=1)(=[O:6])[CH3:1], predict the reactants needed to synthesize it. The reactants are: [CH3:1][C:2]1([C:7]2[O:11][C:10]([CH2:12][N:13]3[CH:17]=[CH:16][C:15]([NH2:18])=[N:14]3)=[CH:9][CH:8]=2)[O:6]CCO1.[CH3:19][C:20]1[O:21][C:22]([C:28]2[CH:33]=[CH:32][CH:31]=[C:30]([C:34]([F:37])([F:36])[F:35])[CH:29]=2)=[C:23]([C:25](O)=[O:26])[N:24]=1. (3) Given the product [C:1]([O:5][C:6]([O:8][C@@H:9]1[C@@H:13]([CH2:14][O:15][C:16]([O:18][C:19]([CH3:22])([CH3:21])[CH3:20])=[O:17])[O:12][C@@H:11]([N:23]2[CH:28]=[C:27]([C:29]3[N:42]=[N:41][N:40]([CH2:43][CH2:44][OH:47])[CH:30]=3)[C:26](=[O:31])[N:25]([C:32]([O:34][C:35]([CH3:38])([CH3:37])[CH3:36])=[O:33])[C:24]2=[O:39])[CH2:10]1)=[O:7])([CH3:2])([CH3:3])[CH3:4], predict the reactants needed to synthesize it. The reactants are: [C:1]([O:5][C:6]([O:8][C@@H:9]1[C@@H:13]([CH2:14][O:15][C:16]([O:18][C:19]([CH3:22])([CH3:21])[CH3:20])=[O:17])[O:12][C@@H:11]([N:23]2[CH:28]=[C:27]([C:29]#[CH:30])[C:26](=[O:31])[N:25]([C:32]([O:34][C:35]([CH3:38])([CH3:37])[CH3:36])=[O:33])[C:24]2=[O:39])[CH2:10]1)=[O:7])([CH3:4])([CH3:3])[CH3:2].[N:40]([CH:43](O)[CH3:44])=[N+:41]=[N-:42].C[OH:47].